From a dataset of Reaction yield outcomes from USPTO patents with 853,638 reactions. Predict the reaction yield, written as a fraction of the theoretical maximum amount of product (1.0 means a 100% yield; for example, 0.34 means a 34% yield). (1) The reactants are [O:1]1[CH:5]=[CH:4][CH:3]=[C:2]1[C:6]1[N:11]=[C:10]([NH2:12])[N:9]=[C:8]2[NH:13][N:14]=[CH:15][C:7]=12.[CH2:16]([N:23]=[C:24]=[O:25])[C:17]1[CH:22]=[CH:21][CH:20]=[CH:19][CH:18]=1.O. The catalyst is CN(C=O)C.CN(C1C=CN=CC=1)C. The product is [NH2:12][C:10]1[N:9]=[C:8]2[N:13]([C:24]([NH:23][CH2:16][C:17]3[CH:22]=[CH:21][CH:20]=[CH:19][CH:18]=3)=[O:25])[N:14]=[CH:15][C:7]2=[C:6]([C:2]2[O:1][CH:5]=[CH:4][CH:3]=2)[N:11]=1. The yield is 0.240. (2) The reactants are [F:1][C:2]1[N:10]=[CH:9][C:8]([CH3:11])=[CH:7][C:3]=1[C:4](O)=[O:5].Cl.[CH3:13][NH:14][O:15][CH3:16].C(N(C(C)C)CC)(C)C.CN(C(ON1N=NC2C=CC=CC1=2)=[N+](C)C)C.[B-](F)(F)(F)F. The catalyst is ClCCl. The product is [F:1][C:2]1[N:10]=[CH:9][C:8]([CH3:11])=[CH:7][C:3]=1[C:4]([N:14]([O:15][CH3:16])[CH3:13])=[O:5]. The yield is 0.870. (3) The reactants are C([O:3][C:4](=[O:37])[C:5]([CH3:36])([CH3:35])[C:6]([NH:8][C@@H:9]1[C:15](=[O:16])[N:14]([CH2:17][CH2:18][O:19][CH2:20][C:21]2[CH:26]=[CH:25][CH:24]=[CH:23][CH:22]=2)[C:13]2[CH:27]=[CH:28][CH:29]=[CH:30][C:12]=2[C:11]2[CH:31]=[CH:32][CH:33]=[CH:34][C:10]1=2)=[O:7])C.[OH-].[Li+]. The catalyst is C1COCC1.O.C(=O)([O-])[O-].[Na+].[Na+]. The product is [CH2:20]([O:19][CH2:18][CH2:17][N:14]1[C:15](=[O:16])[C@@H:9]([NH:8][C:6](=[O:7])[C:5]([CH3:36])([CH3:35])[C:4]([OH:37])=[O:3])[C:10]2[CH:34]=[CH:33][CH:32]=[CH:31][C:11]=2[C:12]2[CH:30]=[CH:29][CH:28]=[CH:27][C:13]1=2)[C:21]1[CH:22]=[CH:23][CH:24]=[CH:25][CH:26]=1. The yield is 0.930. (4) The reactants are [C:1]([C:3]1[CH:8]=[CH:7][C:6]([CH2:9][CH2:10][O:11][C:12]2[CH:13]=[C:14]([NH:18][S:19]([C:22]3[CH:27]=[CH:26][CH:25]=[CH:24][CH:23]=3)(=[O:21])=[O:20])[CH:15]=[CH:16][CH:17]=2)=[CH:5][CH:4]=1)#[N:2].C([O-])([O-])=O.[K+].[K+].Br[CH2:35][C:36]([O:38][CH2:39][CH3:40])=[O:37]. The catalyst is CN(C=O)C. The product is [C:22]1([S:19]([N:18]([CH2:35][C:36]([O:38][CH2:39][CH3:40])=[O:37])[C:14]2[CH:15]=[CH:16][CH:17]=[C:12]([O:11][CH2:10][CH2:9][C:6]3[CH:5]=[CH:4][C:3]([C:1]#[N:2])=[CH:8][CH:7]=3)[CH:13]=2)(=[O:21])=[O:20])[CH:27]=[CH:26][CH:25]=[CH:24][CH:23]=1. The yield is 1.00. (5) The reactants are [F:1][C:2]1[CH:7]=[CH:6][CH:5]=[CH:4][C:3]=1[NH:8][CH2:9][C:10]1[CH:11]=[C:12]([CH:17]=[CH:18][CH:19]=1)[C:13]([O:15][CH3:16])=[O:14].Cl.[C:21](Cl)(=[O:31])[O:22][C@@H:23]1[CH:28]2[CH2:29][CH2:30][N:25]([CH2:26][CH2:27]2)[CH2:24]1.C(Cl)(=O)O[C@@H]1C2CCN(CC2)C1. The catalyst is N1C=CC=CC=1.CN(C)C1C=CN=CC=1. The product is [NH3:8].[F:1][C:2]1[CH:7]=[CH:6][CH:5]=[CH:4][C:3]=1[N:8]([CH2:9][C:10]1[CH:11]=[C:12]([CH:17]=[CH:18][CH:19]=1)[C:13]([O:15][CH3:16])=[O:14])[C:21]([O:22][C@@H:23]1[CH:28]2[CH2:29][CH2:30][N:25]([CH2:26][CH2:27]2)[CH2:24]1)=[O:31]. The yield is 0.100.